This data is from Full USPTO retrosynthesis dataset with 1.9M reactions from patents (1976-2016). The task is: Predict the reactants needed to synthesize the given product. (1) The reactants are: [CH3:1][S:2]([CH2:5][CH2:6][N:7]1[CH:11]=[CH:10][C:9]([N+:12]([O-])=O)=[N:8]1)(=[O:4])=[O:3]. Given the product [CH3:1][S:2]([CH2:5][CH2:6][N:7]1[CH:11]=[CH:10][C:9]([NH2:12])=[N:8]1)(=[O:3])=[O:4], predict the reactants needed to synthesize it. (2) Given the product [F:43][C:38]1[CH:37]=[C:36](/[C:34](/[CH3:35])=[CH:33]/[N:6]2[C:7]3[CH:8]=[CH:9][C:10]([CH3:13])=[CH:11][C:12]=3[C:4]3[CH2:3][N:2]([CH3:1])[CH2:15][CH2:14][C:5]2=3)[CH:41]=[CH:40][C:39]=1[F:42], predict the reactants needed to synthesize it. The reactants are: [CH3:1][N:2]1[CH2:15][CH2:14][C:5]2[NH:6][C:7]3[CH:8]=[CH:9][C:10]([CH3:13])=[CH:11][C:12]=3[C:4]=2[CH2:3]1.N1CCC[C@H]1C(O)=O.P([O-])([O-])([O-])=O.[K+].[K+].[K+].Br[CH:33]=[C:34]([C:36]1[CH:41]=[CH:40][C:39]([F:42])=[C:38]([F:43])[CH:37]=1)[CH3:35]. (3) Given the product [C:25]([C:24]1[CH:23]=[CH:22][C:21]([O:20][CH2:19][CH:18]([OH:29])[CH2:17][N:10]2[CH2:9][CH:8]3[CH2:16][CH:12]([CH2:13][N:14]([C:6]([NH:5][CH2:4][CH:1]4[CH2:3][CH2:2]4)=[O:7])[CH2:15]3)[CH2:11]2)=[CH:28][CH:27]=1)#[N:26], predict the reactants needed to synthesize it. The reactants are: [CH:1]1([CH2:4][N:5]=[C:6]=[O:7])[CH2:3][CH2:2]1.[CH:8]12[CH2:16][CH:12]([CH2:13][NH:14][CH2:15]1)[CH2:11][N:10]([CH2:17][CH:18]([OH:29])[CH2:19][O:20][C:21]1[CH:28]=[CH:27][C:24]([C:25]#[N:26])=[CH:23][CH:22]=1)[CH2:9]2. (4) The reactants are: C(O[C:6](=O)[N:7]([C:9]1[CH:14]=[CH:13][C:12]([C:15]2[CH:16]=[CH:17][C:18]3[C:19]([CH:23]=2)=[N:20][O:21][N:22]=3)=[CH:11][CH:10]=1)C)(C)(C)C.FC(F)(F)C(O)=O. Given the product [N:22]1[O:21][N:20]=[C:19]2[CH:23]=[C:15]([C:12]3[CH:11]=[CH:10][C:9]([NH:7][CH3:6])=[CH:14][CH:13]=3)[CH:16]=[CH:17][C:18]=12, predict the reactants needed to synthesize it. (5) Given the product [N:43]1[CH:44]=[CH:2][C:1]([C:5]2[N:6]=[C:7]([NH:10][C:11]([C:13]3[CH:28]=[CH:27][N:16]4[C:17](=[O:26])[C:18]([C:21]5[N:25]=[N:24][NH:23][N:22]=5)=[CH:19][N:20]=[C:15]4[CH:14]=3)=[O:12])[S:8][CH:9]=2)=[CH:3][CH:42]=1, predict the reactants needed to synthesize it. The reactants are: [C:1]([C:5]1[N:6]=[C:7]([NH:10][C:11]([C:13]2[CH:28]=[CH:27][N:16]3[C:17](=[O:26])[C:18]([C:21]4[N:22]=[N:23][NH:24][N:25]=4)=[CH:19][N:20]=[C:15]3[CH:14]=2)=[O:12])[S:8][CH:9]=1)(C)([CH3:3])[CH3:2].COC1C=CC(CN2N=NC(C3C(=O)N4C=CC(C(O)=O)=C[C:44]4=[N:43][CH:42]=3)=N2)=CC=1.N1C=CC(C2N=C(N)SC=2)=CC=1. (6) Given the product [C:13]([C:12]1[C:2]([N:19]2[CH2:24][CH2:23][NH:22][CH2:21][CH2:20]2)=[N:3][C:4]([C:15]([F:18])([F:17])[F:16])=[C:5]([CH:11]=1)[C:6]([O:8][CH2:9][CH3:10])=[O:7])#[N:14], predict the reactants needed to synthesize it. The reactants are: Cl[C:2]1[C:12]([C:13]#[N:14])=[CH:11][C:5]([C:6]([O:8][CH2:9][CH3:10])=[O:7])=[C:4]([C:15]([F:18])([F:17])[F:16])[N:3]=1.[NH:19]1[CH2:24][CH2:23][NH:22][CH2:21][CH2:20]1.C(N(CC)CC)C. (7) Given the product [O:9]=[C:10]1[CH2:11][CH2:12][N:13]([C:16]([O:18][CH2:19][C:20]2[CH:21]=[CH:22][CH:23]=[CH:24][CH:25]=2)=[O:17])[CH2:14][CH2:15][CH:3]1[C:4]([O:6][CH2:7][CH3:8])=[O:5], predict the reactants needed to synthesize it. The reactants are: [N+](=[CH:3][C:4]([O:6][CH2:7][CH3:8])=[O:5])=[N-].[O:9]=[C:10]1[CH2:15][CH2:14][N:13]([C:16]([O:18][CH2:19][C:20]2[CH:25]=[CH:24][CH:23]=[CH:22][CH:21]=2)=[O:17])[CH2:12][CH2:11]1.B(F)(F)F.CCOCC.C([O-])([O-])=O.[K+].[K+]. (8) The reactants are: [CH:1]([CH:3]1[S:7][C:6]([C:8]2[NH:9][C:10]3[C:15]([CH:16]=2)=[CH:14][CH:13]=[CH:12][C:11]=3[N:17]([CH3:27])[S:18]([C:21]2[CH:26]=[CH:25][CH:24]=[CH:23][N:22]=2)(=[O:20])=[O:19])=[N:5][CH2:4]1)=[O:2].[BH4-].[Na+].[Cl-].[NH4+]. Given the product [OH:2][CH2:1][CH:3]1[S:7][C:6]([C:8]2[NH:9][C:10]3[C:15]([CH:16]=2)=[CH:14][CH:13]=[CH:12][C:11]=3[N:17]([CH3:27])[S:18]([C:21]2[CH:26]=[CH:25][CH:24]=[CH:23][N:22]=2)(=[O:19])=[O:20])=[N:5][CH2:4]1, predict the reactants needed to synthesize it.